From a dataset of Full USPTO retrosynthesis dataset with 1.9M reactions from patents (1976-2016). Predict the reactants needed to synthesize the given product. (1) Given the product [CH2:22]([O:21][CH:17]([O:18][CH2:19][CH3:20])[C:2]1[CH:9]=[CH:8][C:5]([CH:6]=[O:7])=[CH:4][CH:3]=1)[CH3:23], predict the reactants needed to synthesize it. The reactants are: C(=O)[C:2]1[CH:9]=[CH:8][C:5]([CH:6]=[O:7])=[CH:4][CH:3]=1.C(O)C.C(O[CH:17]([O:21][CH2:22][CH3:23])[O:18][CH2:19][CH3:20])C. (2) The reactants are: Br[C:2]1[CH:7]=[CH:6][C:5]([S:8]([C:11]2[CH:16]=[CH:15][CH:14]=[CH:13][CH:12]=2)(=[O:10])=[O:9])=[C:4]([Cl:17])[CH:3]=1.[F:18][C:19]1[CH:20]=[CH:21][C:22]([O:28][CH3:29])=[C:23](B(O)O)[CH:24]=1. Given the product [Cl:17][C:4]1[CH:3]=[C:2]([C:21]2[CH:20]=[C:19]([F:18])[CH:24]=[CH:23][C:22]=2[O:28][CH3:29])[CH:7]=[CH:6][C:5]=1[S:8]([C:11]1[CH:16]=[CH:15][CH:14]=[CH:13][CH:12]=1)(=[O:10])=[O:9], predict the reactants needed to synthesize it. (3) Given the product [Cl:13][C:14]1[C:15]2[C:16](=[O:18])[O:17][CH:28]([OH:29])[C:19]=2[C:20]([F:24])=[C:21]([Cl:23])[N:22]=1, predict the reactants needed to synthesize it. The reactants are: C(NC(C)C)(C)C.C([Li])CCC.[Cl:13][C:14]1[N:22]=[C:21]([Cl:23])[C:20]([F:24])=[CH:19][C:15]=1[C:16]([OH:18])=[O:17].CN([CH:28]=[O:29])C.Cl. (4) The reactants are: C(OC([N:8]1[C:13]2[CH:14]=[C:15]([Cl:23])[C:16]([N:18]3[CH:22]=[CH:21][N:20]=[N:19]3)=[CH:17][C:12]=2[O:11][CH:10]([C:24]([N:26]2[CH2:31][CH2:30][C:29]([C:40]#[N:41])([CH2:32][C:33]3[CH:38]=[CH:37][C:36]([F:39])=[CH:35][CH:34]=3)[CH2:28][CH2:27]2)=[O:25])[CH2:9]1)=O)(C)(C)C.FC(F)(F)C(O)=O. Given the product [Cl:23][C:15]1[C:16]([N:18]2[CH:22]=[CH:21][N:20]=[N:19]2)=[CH:17][C:12]2[O:11][CH:10]([C:24]([N:26]3[CH2:27][CH2:28][C:29]([CH2:32][C:33]4[CH:34]=[CH:35][C:36]([F:39])=[CH:37][CH:38]=4)([C:40]#[N:41])[CH2:30][CH2:31]3)=[O:25])[CH2:9][NH:8][C:13]=2[CH:14]=1, predict the reactants needed to synthesize it. (5) Given the product [CH3:1][O:2][C:3](=[O:24])[CH2:4][N:5]([C:17]([O:19][C:20]([CH3:22])([CH3:21])[CH3:23])=[O:18])[CH2:6][C:7]([N:9]1[CH2:13][CH2:12][CH2:11][CH:10]1[C:14]#[N:15])=[O:8], predict the reactants needed to synthesize it. The reactants are: [CH3:1][O:2][C:3](=[O:24])[CH2:4][N:5]([C:17]([O:19][C:20]([CH3:23])([CH3:22])[CH3:21])=[O:18])[CH2:6][C:7]([N:9]1[CH2:13][CH2:12][CH2:11][CH:10]1[C:14](=O)[NH2:15])=[O:8].N1C=CN=C1.P(Cl)(Cl)(Cl)=O. (6) The reactants are: C(O)(=O)[C@H](C1C=CC=CC=1)O.[NH2:12][C@@H:13]1[C:21]2[C:16](=[CH:17][CH:18]=[C:19]([N+:22]([O-:24])=[O:23])[CH:20]=2)[CH2:15][C@H:14]1[OH:25].[OH-].[Na+].[C:28]1([C:37]2[CH:42]=[CH:41][CH:40]=[CH:39][CH:38]=2)[CH:33]=[CH:32][C:31]([C:34](Cl)=[O:35])=[CH:30][CH:29]=1. Given the product [N+:22]([C:19]1[CH:20]=[C:21]2[C:16]([CH2:15][CH:14]([OH:25])[C@@H:13]2[NH:12][C:34]([C:31]2[CH:32]=[CH:33][C:28]([C:37]3[CH:38]=[CH:39][CH:40]=[CH:41][CH:42]=3)=[CH:29][CH:30]=2)=[O:35])=[CH:17][CH:18]=1)([O-:24])=[O:23], predict the reactants needed to synthesize it. (7) Given the product [CH3:19][C:20]1[C:21]([N:27]2[CH2:28][CH2:29][N:30]([C:13]([C:12]3[CH:11]=[CH:10][C:9]([C:6]([NH:5][S:2]([CH3:1])(=[O:3])=[O:4])([CH3:7])[CH3:8])=[CH:18][CH:17]=3)=[O:15])[CH2:31][CH2:32]2)=[N:22][CH:23]=[C:24]([CH3:26])[CH:25]=1, predict the reactants needed to synthesize it. The reactants are: [CH3:1][S:2]([NH:5][C:6]([C:9]1[CH:18]=[CH:17][C:12]([C:13]([O:15]C)=O)=[CH:11][CH:10]=1)([CH3:8])[CH3:7])(=[O:4])=[O:3].[CH3:19][C:20]1[C:21]([N:27]2[CH2:32][CH2:31][NH:30][CH2:29][CH2:28]2)=[N:22][CH:23]=[C:24]([CH3:26])[CH:25]=1.